This data is from Reaction yield outcomes from USPTO patents with 853,638 reactions. The task is: Predict the reaction yield, written as a fraction of the theoretical maximum amount of product (1.0 means a 100% yield; for example, 0.34 means a 34% yield). (1) The catalyst is C(O)C.[Pd]. The yield is 0.850. The product is [NH2:1][C:4]1[CH:5]=[CH:6][C:7]([N:10]2[CH:14]=[C:13]([C:15]([O:17][CH2:18][CH3:19])=[O:16])[N:12]=[CH:11]2)=[CH:8][CH:9]=1. The reactants are [N+:1]([C:4]1[CH:9]=[CH:8][C:7]([N:10]2[CH:14]=[C:13]([C:15]([O:17][CH2:18][CH3:19])=[O:16])[N:12]=[CH:11]2)=[CH:6][CH:5]=1)([O-])=O.C([O-])=O.[NH4+]. (2) The reactants are C[O:2][C:3]([C:5]1[C:13]([NH:14][C:15]2[CH:20]=[CH:19][C:18]([Br:21])=[CH:17][C:16]=2[CH3:22])=[C:12]([F:23])[C:8]2[NH:9][CH:10]=[N:11][C:7]=2[CH:6]=1)=O.O.[NH2:25][NH2:26]. The catalyst is CCO. The product is [Br:21][C:18]1[CH:19]=[CH:20][C:15]([NH:14][C:13]2[C:5]([C:3]([NH:25][NH2:26])=[O:2])=[CH:6][C:7]3[NH:11][CH:10]=[N:9][C:8]=3[C:12]=2[F:23])=[C:16]([CH3:22])[CH:17]=1. The yield is 0.810. (3) The reactants are [C:1]([C:5]1[CH:10]=[CH:9][C:8]([S:11]([N:14]2[C@@H:19]([CH3:20])[CH2:18][NH:17][CH2:16][C@@H:15]2[CH3:21])(=[O:13])=[O:12])=[CH:7][CH:6]=1)([CH3:4])([CH3:3])[CH3:2].Cl[C:23]1[C:28]([Cl:29])=[CH:27][CH:26]=[CH:25][N:24]=1.C(N(C(C)C)CC)(C)C. The catalyst is O1CCOCC1.C(OCC)(=O)C. The product is [C:1]([C:5]1[CH:6]=[CH:7][C:8]([S:11]([N:14]2[C@@H:19]([CH3:20])[CH2:18][N:17]([C:23]3[C:28]([Cl:29])=[CH:27][CH:26]=[CH:25][N:24]=3)[CH2:16][C@@H:15]2[CH3:21])(=[O:13])=[O:12])=[CH:9][CH:10]=1)([CH3:4])([CH3:2])[CH3:3]. The yield is 0.277. (4) The reactants are [NH:1]1[C:9]2[C:4](=[N:5][CH:6]=[CH:7][C:8]=2[O:10][C:11]2[CH:16]=[CH:15][C:14]([NH2:17])=[CH:13][C:12]=2[F:18])[CH:3]=[CH:2]1.N1C2C(=NC=CC=2OC2C=CC(NC(NC(=O)CC3C=CC=CC=3)=S)=CC=2F)C=C1.[N-]=C=S.[Cl:52][C:53]1[CH:58]=[CH:57][CH:56]=[C:55]([Cl:59])[C:54]=1[CH2:60][C:61]([N:63]=[C:64]=[S:65])=[O:62].[ClH:66]. The catalyst is CO. The product is [ClH:52].[ClH:66].[NH:1]1[C:9]2[C:4](=[N:5][CH:6]=[CH:7][C:8]=2[O:10][C:11]2[CH:16]=[CH:15][C:14]([NH:17][C:64]([NH:63][C:61](=[O:62])[CH2:60][C:54]3[C:53]([Cl:52])=[CH:58][CH:57]=[CH:56][C:55]=3[Cl:59])=[S:65])=[CH:13][C:12]=2[F:18])[CH:3]=[CH:2]1. The yield is 0.480. (5) The reactants are [N-:1]=[N+:2]=[N-:3].[Na+].[F:5][C:6]1[C:11]([C:12]([O:14][CH3:15])=[O:13])=[C:10]([F:16])[C:9]([F:17])=[C:8](F)[C:7]=1[F:19]. The catalyst is CC(C)=O.O. The product is [N:1]([C:8]1[C:7]([F:19])=[C:6]([F:5])[C:11]([C:12]([O:14][CH3:15])=[O:13])=[C:10]([F:16])[C:9]=1[F:17])=[N+:2]=[N-:3]. The yield is 0.860. (6) The reactants are [C:1]([C:3]1[C:8]([C:9]([F:12])([F:11])[F:10])=[CH:7][C:6]([NH:13]S(C)(=O)=O)=[C:5](I)[CH:4]=1)#[N:2].[C:19]([Si:23]([O:26][C:27]([CH3:31])([CH3:30])[C:28]#[CH:29])([CH3:25])[CH3:24])([CH3:22])([CH3:21])[CH3:20].CCN(CC)CC.O. The catalyst is CN(C=O)C.Cl[Pd](Cl)([P](C1C=CC=CC=1)(C1C=CC=CC=1)C1C=CC=CC=1)[P](C1C=CC=CC=1)(C1C=CC=CC=1)C1C=CC=CC=1.[Cu]I. The product is [C:19]([Si:23]([CH3:25])([CH3:24])[O:26][C:27]([C:28]1[NH:13][C:6]2[C:5]([CH:29]=1)=[CH:4][C:3]([C:1]#[N:2])=[C:8]([C:9]([F:12])([F:11])[F:10])[CH:7]=2)([CH3:30])[CH3:31])([CH3:22])([CH3:21])[CH3:20]. The yield is 0.160. (7) The reactants are [CH3:1][N:2]1[CH:6]=[C:5]([S:7]([N:10]2[CH2:19][CH2:18][C:17]3[C:12](=[CH:13][C:14]([CH:20]([CH2:23][C:24]4[CH:29]=[CH:28][CH:27]=[CH:26][CH:25]=4)[CH2:21]N)=[CH:15][CH:16]=3)[CH2:11]2)(=[O:9])=[O:8])[N:4]=[CH:3]1.[CH2:30]=O.[B-][C:33]#[N:34].[Na+].O. The catalyst is CO. The product is [CH3:30][N:34]([CH3:33])[CH2:21][CH:20]([C:14]1[CH:13]=[C:12]2[C:17]([CH2:18][CH2:19][N:10]([S:7]([C:5]3[N:4]=[CH:3][N:2]([CH3:1])[CH:6]=3)(=[O:9])=[O:8])[CH2:11]2)=[CH:16][CH:15]=1)[CH2:23][C:24]1[CH:29]=[CH:28][CH:27]=[CH:26][CH:25]=1. The yield is 0.165. (8) The reactants are [CH3:1][CH2:2][N:3]([CH2:6][CH2:7][NH:8][C:9]1[CH:14]=[CH:13][C:12]2[N:15]=[CH:16][N:17]3[C:18]4[CH:25]=[CH:24][C:23]([OH:26])=[CH:22][C:19]=4[C:20](=[O:21])[C:10]=1[C:11]=23)[CH2:4][CH3:5].O.Cl.Cl.[C:30](O)(=[O:34])[CH2:31][CH2:32][CH3:33].Cl.CN(C)CCCN=C=NCC.C(N(CC)CC)C. The catalyst is CN(C=O)C.CN(C)C1C=CN=CC=1. The product is [CH2:4]([N:3]([CH2:2][CH3:1])[CH2:6][CH2:7][NH:8][C:9]1[C:10]2=[C:11]3[C:12]([N:15]=[CH:16][N:17]3[C:18]3[C:19]([C:20]2=[O:21])=[CH:22][C:23]([O:26][C:30](=[O:34])[CH2:31][CH2:32][CH3:33])=[CH:24][CH:25]=3)=[CH:13][CH:14]=1)[CH3:5]. The yield is 0.620. (9) The reactants are C([O-])([O-])=O.[Cs+].[Cs+].[I:7][C:8]1[CH:13]=[CH:12][C:11]([C:14]2[C:18]3[CH2:19][N:20]([C:23](=[O:25])[CH3:24])[CH2:21][CH2:22][C:17]=3[NH:16][N:15]=2)=[CH:10][CH:9]=1.[CH2:26]([CH:28]1[O:30][CH2:29]1)Cl. The catalyst is CN(C=O)C. The product is [I:7][C:8]1[CH:9]=[CH:10][C:11]([C:14]2[C:18]3[CH2:19][N:20]([C:23](=[O:25])[CH3:24])[CH2:21][CH2:22][C:17]=3[N:16]([CH2:26][CH:28]3[CH2:29][O:30]3)[N:15]=2)=[CH:12][CH:13]=1. The yield is 0.580. (10) The reactants are [OH:1][C:2]1[CH:7]=[CH:6][CH:5]=[C:4]([OH:8])[C:3]=1[C:9](=[O:11])[CH3:10].C(=O)([O-])[O-].[K+].[K+].Br[CH2:19][CH:20]1[CH2:22][CH2:21]1. The catalyst is CC(C)=O. The product is [CH:20]1([CH2:19][O:1][C:2]2[CH:7]=[CH:6][CH:5]=[C:4]([OH:8])[C:3]=2[C:9](=[O:11])[CH3:10])[CH2:22][CH2:21]1. The yield is 0.830.